Dataset: NCI-60 drug combinations with 297,098 pairs across 59 cell lines. Task: Regression. Given two drug SMILES strings and cell line genomic features, predict the synergy score measuring deviation from expected non-interaction effect. (1) Drug 1: CC=C1C(=O)NC(C(=O)OC2CC(=O)NC(C(=O)NC(CSSCCC=C2)C(=O)N1)C(C)C)C(C)C. Drug 2: C#CCC(CC1=CN=C2C(=N1)C(=NC(=N2)N)N)C3=CC=C(C=C3)C(=O)NC(CCC(=O)O)C(=O)O. Cell line: SF-268. Synergy scores: CSS=26.4, Synergy_ZIP=-6.24, Synergy_Bliss=-7.89, Synergy_Loewe=-3.79, Synergy_HSA=-2.95. (2) Drug 1: C1C(C(OC1N2C=NC3=C2NC=NCC3O)CO)O. Drug 2: C1C(C(OC1N2C=NC(=NC2=O)N)CO)O. Cell line: CAKI-1. Synergy scores: CSS=-2.31, Synergy_ZIP=-0.114, Synergy_Bliss=-3.35, Synergy_Loewe=-2.43, Synergy_HSA=-3.55. (3) Cell line: A549. Drug 2: C#CCC(CC1=CN=C2C(=N1)C(=NC(=N2)N)N)C3=CC=C(C=C3)C(=O)NC(CCC(=O)O)C(=O)O. Drug 1: C1=CC=C(C(=C1)C(C2=CC=C(C=C2)Cl)C(Cl)Cl)Cl. Synergy scores: CSS=-2.11, Synergy_ZIP=0.0503, Synergy_Bliss=-2.12, Synergy_Loewe=-2.55, Synergy_HSA=-3.53.